Dataset: Full USPTO retrosynthesis dataset with 1.9M reactions from patents (1976-2016). Task: Predict the reactants needed to synthesize the given product. (1) Given the product [Cl:16][C:11]1[C:10]([OH:9])=[C:15]([C:10](=[O:9])[CH2:11][CH3:12])[CH:14]=[CH:13][CH:12]=1, predict the reactants needed to synthesize it. The reactants are: [Cl-].[Cl-].[Cl-].[Al+3].C([O:9][C:10]1[CH:15]=[CH:14][CH:13]=[CH:12][C:11]=1[Cl:16])(=O)CC.Cl. (2) Given the product [CH3:31][N:32]1[CH2:37][CH2:36][N:35]([C@H:27]2[CH2:26][CH2:25][C@H:24]([N:8]3[C:4]4[N:5]=[CH:6][N:7]=[C:2]([NH2:1])[C:3]=4[C:10]([C:11]4[CH:12]=[CH:13][C:14]([O:17][C:18]5[CH:23]=[CH:22][CH:21]=[CH:20][CH:19]=5)=[CH:15][CH:16]=4)=[CH:9]3)[CH2:29][CH2:28]2)[CH2:34][CH2:33]1, predict the reactants needed to synthesize it. The reactants are: [NH2:1][C:2]1[C:3]2[C:10]([C:11]3[CH:16]=[CH:15][C:14]([O:17][C:18]4[CH:23]=[CH:22][CH:21]=[CH:20][CH:19]=4)=[CH:13][CH:12]=3)=[CH:9][N:8]([CH:24]3[CH2:29][CH2:28][C:27](=O)[CH2:26][CH2:25]3)[C:4]=2[N:5]=[CH:6][N:7]=1.[CH3:31][N:32]1[CH2:37][CH2:36][NH:35][CH2:34][CH2:33]1.C(O[BH-](OC(=O)C)OC(=O)C)(=O)C.[Na+].C(=O)([O-])O.[Na+]. (3) Given the product [Cl:26][C:27]1[CH:32]=[CH:31][C:30]([Cl:33])=[CH:29][C:28]=1[C:34]1[N:37]=[C:23]([CH:11]2[CH2:10][CH:9]([C:6]3[CH:5]=[CH:4][C:3]([CH2:1][CH3:2])=[CH:8][CH:7]=3)[CH2:14][N:13]([C:15]([N:17]3[CH2:22][CH2:21][O:20][CH2:19][CH2:18]3)=[O:16])[CH2:12]2)[O:25][N:35]=1, predict the reactants needed to synthesize it. The reactants are: [CH2:1]([C:3]1[CH:8]=[CH:7][C:6]([CH:9]2[CH2:14][N:13]([C:15]([N:17]3[CH2:22][CH2:21][O:20][CH2:19][CH2:18]3)=[O:16])[CH2:12][CH:11]([C:23]([OH:25])=O)[CH2:10]2)=[CH:5][CH:4]=1)[CH3:2].[Cl:26][C:27]1[CH:32]=[CH:31][C:30]([Cl:33])=[CH:29][C:28]=1[C:34](=[NH:37])[NH:35]O.